Dataset: Reaction yield outcomes from USPTO patents with 853,638 reactions. Task: Predict the reaction yield, written as a fraction of the theoretical maximum amount of product (1.0 means a 100% yield; for example, 0.34 means a 34% yield). (1) The reactants are I[C:2]1[CH:7]=[CH:6][C:5]([S:8]([CH3:11])(=[O:10])=[O:9])=[CH:4][C:3]=1[C:12]([N:14]1[CH2:19][CH2:18][N:17]([C:20]2[CH:25]=[CH:24][C:23]([C:26]([F:29])([F:28])[F:27])=[CH:22][CH:21]=2)[CH2:16][CH2:15]1)=[O:13].[NH:30]1[CH:34]=[CH:33][CH:32]=[N:31]1.C(=O)([O-])[O-].[K+].[K+].N[C@@H]1CCCC[C@H]1N. The catalyst is [Cu]I.O1CCOCC1. The product is [CH3:11][S:8]([C:5]1[CH:6]=[CH:7][C:2]([N:30]2[CH:34]=[CH:33][CH:32]=[N:31]2)=[C:3]([C:12]([N:14]2[CH2:19][CH2:18][N:17]([C:20]3[CH:25]=[CH:24][C:23]([C:26]([F:29])([F:28])[F:27])=[CH:22][CH:21]=3)[CH2:16][CH2:15]2)=[O:13])[CH:4]=1)(=[O:10])=[O:9]. The yield is 0.210. (2) The reactants are [O:1]([C:8]1[CH:9]=[C:10]([N:14]([CH2:22][C:23]2[CH:24]=[C:25]([CH:30]=[CH:31][CH:32]=2)[C:26](OC)=[O:27])[CH2:15][CH:16]([OH:21])[C:17]([F:20])([F:19])[F:18])[CH:11]=[CH:12][CH:13]=1)[C:2]1[CH:7]=[CH:6][CH:5]=[CH:4][CH:3]=1.[H-].[Al+3].[Li+].[H-].[H-].[H-].C1COCC1. The catalyst is ClCCl.C(OCC)(=O)C. The product is [O:1]([C:8]1[CH:9]=[C:10]([N:14]([CH2:22][C:23]2[CH:24]=[C:25]([CH2:26][OH:27])[CH:30]=[CH:31][CH:32]=2)[CH2:15][CH:16]([OH:21])[C:17]([F:18])([F:19])[F:20])[CH:11]=[CH:12][CH:13]=1)[C:2]1[CH:7]=[CH:6][CH:5]=[CH:4][CH:3]=1. The yield is 0.540.